Task: Predict the product of the given reaction.. Dataset: Forward reaction prediction with 1.9M reactions from USPTO patents (1976-2016) The product is: [CH2:43]([O:50][C:51]([NH:53][C@@H:54]([CH:64]([CH3:66])[CH3:65])[CH2:55][NH:56][C:57](=[O:63])[O:58][C:59]([CH3:60])([CH3:61])[CH3:62])=[O:52])[C:44]1[CH:49]=[CH:48][CH:47]=[CH:46][CH:45]=1. Given the reactants OC[C@@H](NC(=O)OCC1C=CC=CC=1)C(C)C.C(OC(NC(CC(C)C)CNC(=O)OC(C)(C)C)=O)C1C=CC=CC=1.[CH2:43]([O:50][C:51]([NH:53][CH:54]([CH:64]([CH3:66])[CH3:65])[CH2:55][NH:56][C:57](=[O:63])[O:58][C:59]([CH3:62])([CH3:61])[CH3:60])=[O:52])[C:44]1[CH:49]=[CH:48][CH:47]=[CH:46][CH:45]=1, predict the reaction product.